Dataset: Full USPTO retrosynthesis dataset with 1.9M reactions from patents (1976-2016). Task: Predict the reactants needed to synthesize the given product. Given the product [CH3:1][O:2][C:3](=[O:18])[C@@H:4]([O:15][CH2:16][CH3:17])[CH2:5][C:6]1[CH:11]=[CH:10][C:9]([O:12][CH2:20][C:21]2[N:22]=[C:23]([C:27]3[CH:32]=[CH:31][CH:30]=[CH:29][C:28]=3[F:33])[O:24][C:25]=2[CH3:26])=[CH:8][C:7]=1[CH2:13][CH3:14], predict the reactants needed to synthesize it. The reactants are: [CH3:1][O:2][C:3](=[O:18])[C@@H:4]([O:15][CH2:16][CH3:17])[CH2:5][C:6]1[CH:11]=[CH:10][C:9]([OH:12])=[CH:8][C:7]=1[CH2:13][CH3:14].Cl[CH2:20][C:21]1[N:22]=[C:23]([C:27]2[CH:32]=[CH:31][CH:30]=[CH:29][C:28]=2[F:33])[O:24][C:25]=1[CH3:26].FC1C=CC=CC=1C=O.O=P(Cl)(Cl)Cl.C(=O)([O-])[O-].[Cs+].[Cs+].[I-].[K+].